From a dataset of Catalyst prediction with 721,799 reactions and 888 catalyst types from USPTO. Predict which catalyst facilitates the given reaction. (1) Reactant: [C:1]([NH:4][C:5]1[CH:6]=[C:7]([CH:15]([CH3:17])[CH3:16])[C:8]([S:11](Cl)(=[O:13])=[O:12])=[N:9][CH:10]=1)(=[O:3])[CH3:2].C(=O)([O-])[O-].[K+].[K+].[NH2:24][C:25]1[CH:26]=[CH:27][C:28]2[CH2:32][O:31][B:30]([OH:33])[C:29]=2[CH:34]=1. Product: [OH:33][B:30]1[C:29]2[CH:34]=[C:25]([NH:24][S:11]([C:8]3[N:9]=[CH:10][C:5]([NH:4][C:1](=[O:3])[CH3:2])=[CH:6][C:7]=3[CH:15]([CH3:17])[CH3:16])(=[O:13])=[O:12])[CH:26]=[CH:27][C:28]=2[CH2:32][O:31]1. The catalyst class is: 23. (2) Reactant: [I:1][C:2]1[CH:8]=[CH:7][C:5]([NH2:6])=[CH:4][C:3]=1[N+:9]([O-:11])=[O:10].N1C=CC=CC=1.Cl[C:19]([O:21][CH3:22])=[O:20].CCCCCC. Product: [I:1][C:2]1[CH:8]=[CH:7][C:5]([NH:6][C:19](=[O:20])[O:21][CH3:22])=[CH:4][C:3]=1[N+:9]([O-:11])=[O:10]. The catalyst class is: 2. (3) Reactant: C[O:2][C:3]([C:5]1[S:9][C:8]2[CH:10]=[C:11]([O:14][C:15]3[S:16][C:17]4[C:18]([N:23]=3)=[N:19][CH:20]=[CH:21][CH:22]=4)[CH:12]=[CH:13][C:7]=2[CH:6]=1)=O.[H-].[H-].[H-].[H-].[Li+].[Al+3].[C@H](O)(C([O-])=O)[C@@H](O)C([O-])=O.[Na+].[K+]. Product: [S:16]1[C:17]2[C:18](=[N:19][CH:20]=[CH:21][CH:22]=2)[N:23]=[C:15]1[O:14][C:11]1[CH:12]=[CH:13][C:7]2[CH:6]=[C:5]([CH2:3][OH:2])[S:9][C:8]=2[CH:10]=1. The catalyst class is: 2. (4) Reactant: B(Cl)(Cl)Cl.C1(C[O:12][C:13]2[CH:18]=[CH:17][C:16]([C:19]3[N:24]=[C:23]4[CH:25]=[C:26]([C:28]([O:30]CC)=[O:29])[S:27][C:22]4=[CH:21][CH:20]=3)=[CH:15][CH:14]=2)C=CC=CC=1.Cl[CH2:34][C:35]1[C:36]([C:43]2[C:48]([Cl:49])=[CH:47][CH:46]=[CH:45][C:44]=2[Cl:50])=[N:37][O:38][C:39]=1[CH:40]([CH3:42])[CH3:41].C(=O)([O-])[O-].[K+].[K+].[OH-].[Na+]. Product: [Cl:50][C:44]1[CH:45]=[CH:46][CH:47]=[C:48]([Cl:49])[C:43]=1[C:36]1[C:35]([CH2:34][O:12][C:13]2[CH:14]=[CH:15][C:16]([C:19]3[N:24]=[C:23]4[CH:25]=[C:26]([C:28]([OH:30])=[O:29])[S:27][C:22]4=[CH:21][CH:20]=3)=[CH:17][CH:18]=2)=[C:39]([CH:40]([CH3:42])[CH3:41])[O:38][N:37]=1. The catalyst class is: 96. (5) Reactant: [CH2:1]([N:8](C)[CH:9]1[CH2:14][CH2:13][C:12]([C:15]2[CH:20]=[CH:19][N:18]=[C:17]([N:21]([CH3:23])[CH3:22])[CH:16]=2)=[CH:11][CH2:10]1)C1C=CC=CC=1. Product: [CH3:22][N:21]([CH3:23])[C:17]1[CH:16]=[C:15]([CH:12]2[CH2:13][CH2:14][CH:9]([NH:8][CH3:1])[CH2:10][CH2:11]2)[CH:20]=[CH:19][N:18]=1. The catalyst class is: 5. (6) Reactant: [C:1]([O:9][CH3:10])(=[O:8])[C:2]1[CH:7]=[CH:6][N:5]=[CH:4][CH:3]=1.[N+:11](C1C=C([N+]([O-])=O)C=CC=1ON)([O-])=O.[C:25]([O:29][CH2:30][CH3:31])(=[O:28])[C:26]#[CH:27].C(=O)([O-])[O-].[K+].[K+]. Product: [N:11]1[N:5]2[CH:6]=[CH:7][C:2]([C:1]([O:9][CH3:10])=[O:8])=[CH:3][C:4]2=[C:26]([C:25]([O:29][CH2:30][CH3:31])=[O:28])[CH:27]=1. The catalyst class is: 3. (7) Reactant: C[O:2][C:3]([C@@H:5]([NH:7][C:8](=[O:33])[C:9]1[CH:14]=[CH:13][C:12]([N:15]2[CH2:19][CH2:18][C@H:17]([NH:20][C@@H:21]([C:23]3[C:32]4[C:27](=[CH:28][CH:29]=[CH:30][CH:31]=4)[CH:26]=[CH:25][CH:24]=3)[CH3:22])[CH2:16]2)=[CH:11][CH:10]=1)[CH3:6])=O.[BH4-].[Li+].[Cl-].[NH4+].C(Cl)(Cl)Cl. Product: [OH:2][CH2:3][C@@H:5]([NH:7][C:8](=[O:33])[C:9]1[CH:10]=[CH:11][C:12]([N:15]2[CH2:19][CH2:18][C@H:17]([NH:20][C@@H:21]([C:23]3[C:32]4[C:27](=[CH:28][CH:29]=[CH:30][CH:31]=4)[CH:26]=[CH:25][CH:24]=3)[CH3:22])[CH2:16]2)=[CH:13][CH:14]=1)[CH3:6]. The catalyst class is: 1. (8) Reactant: [C:1]([O:5][C:6]([N:8]1[CH2:12][C@@H:11]([CH2:13][NH:14][CH3:15])[C@H:10]([CH2:16][N:17]([CH:34]([CH3:36])[CH3:35])[C:18](=[O:33])[C:19]2[CH:24]=[CH:23][C:22]([O:25][CH3:26])=[C:21]([O:27][CH2:28][CH2:29][CH2:30][O:31][CH3:32])[CH:20]=2)[CH2:9]1)=[O:7])([CH3:4])([CH3:3])[CH3:2].[C:37]1([CH2:43][C:44](Cl)=[O:45])[CH:42]=[CH:41][CH:40]=[CH:39][CH:38]=1.C(N(CC)CC)C.C([O-])(O)=O.[Na+]. Product: [C:1]([O:5][C:6]([N:8]1[CH2:12][C@@H:11]([CH2:13][N:14]([CH3:15])[C:44](=[O:45])[CH2:43][C:37]2[CH:42]=[CH:41][CH:40]=[CH:39][CH:38]=2)[C@H:10]([CH2:16][N:17]([CH:34]([CH3:36])[CH3:35])[C:18](=[O:33])[C:19]2[CH:24]=[CH:23][C:22]([O:25][CH3:26])=[C:21]([O:27][CH2:28][CH2:29][CH2:30][O:31][CH3:32])[CH:20]=2)[CH2:9]1)=[O:7])([CH3:3])([CH3:4])[CH3:2]. The catalyst class is: 2. (9) Reactant: [OH:1][C:2]1[CH:3]=[C:4]([C:8]2([CH3:14])[CH2:13][CH2:12][NH:11][CH2:10][CH2:9]2)[CH:5]=[CH:6][CH:7]=1.C(=O)([O-])O.[Na+].Br[CH2:21][CH2:22][CH2:23][CH2:24][CH2:25][CH3:26]. Product: [CH2:21]([N:11]1[CH2:12][CH2:13][C:8]([C:4]2[CH:5]=[CH:6][CH:7]=[C:2]([OH:1])[CH:3]=2)([CH3:14])[CH2:9][CH2:10]1)[CH2:22][CH2:23][CH2:24][CH2:25][CH3:26]. The catalyst class is: 9. (10) Reactant: [C:1]12([C:11]3[CH:21]=[CH:20][C:14]([O:15][CH2:16][C:17](O)=[O:18])=[CH:13][CH:12]=3)[CH2:10][CH:5]3[CH2:6][CH:7]([CH2:9][CH:3]([CH2:4]3)[CH2:2]1)[CH2:8]2.[CH3:22][O:23][C:24](=[O:32])[C:25]1[CH:30]=[CH:29][CH:28]=[CH:27][C:26]=1[NH2:31].Cl.CN(C)CCCN=C=NCC.ON1C2C=CC=CC=2N=N1.C(N(CC)C(C)C)(C)C. Product: [CH3:22][O:23][C:24](=[O:32])[C:25]1[CH:30]=[CH:29][CH:28]=[CH:27][C:26]=1[NH:31][C:17](=[O:18])[CH2:16][O:15][C:14]1[CH:13]=[CH:12][C:11]([C:1]23[CH2:10][CH:5]4[CH2:4][CH:3]([CH2:9][CH:7]([CH2:6]4)[CH2:8]2)[CH2:2]3)=[CH:21][CH:20]=1. The catalyst class is: 3.